Dataset: Drug-target binding data from BindingDB using Ki measurements. Task: Regression. Given a target protein amino acid sequence and a drug SMILES string, predict the binding affinity score between them. We predict pKi (pKi = -log10(Ki in M); higher means stronger inhibition). Dataset: bindingdb_ki. (1) The small molecule is CN1CCN2c3ccccc3Cc3ccccc3[C@H]2C1. The target protein (Q60F97) has sequence MVNLRKAVHSFLVHLIGLLVWQCDISVSPVAALVTDIFNTSDGGRFKFPDGVQNWPALSIVIIIILTIGGNILVIMAVSLEKKLHNATNYFLMSLAIADMLVGLLVMPLSLLAILYDYVWPLPRYLCPVWISLDVLFSTASIMHLCAISLDRYVAIRNPVEHSRFNSRTKAIMKIAIVWAISIGVSVPIPVIGLRDEEKVFVNNTTCVLNDPNFVLIGSFVAFFIPLTIMVITYCLTIHVLRRQALMLLHGHVEEPPRINLDFLKCCRRNGTEEENSANPNQDSNPRRRKKKERRPRGTMQAINNERKASKVLGIVFFVFLVMWCPFFITNILSVLCGKACNQKLMEKLLNVFVWIGYVCSGINPLVYTLFNKIYRRAFSNYLRCNYKPEKKPPVRQMPRVAATALSGRELNVNIYRHTNEPVLKKANDKEPGIEMQVENLELPVNPSSVVSERISSV. The pKi is 8.5. (2) The small molecule is CC[C@H](C)[C@H](NC(=O)[C@H](C)NC(=O)[C@H](CC(N)=O)NC(=O)[C@H](CCCCN)NC(=O)[C@H](Cc1ccccc1)NC(=O)[C@H](CC(C)C)NC(=O)[C@@H](NC(=O)[C@@H](NC(=O)[C@H](CC(C)C)NC(=O)[C@@H]1CCCN1C(=O)[C@@H](NC(=O)[C@H](CCC(N)=O)NC(=O)[C@H](CO)NC(=O)[C@H](CCCCN)NC(=O)[C@H](CCC(=O)O)NC(=O)[C@H](CO)NC(=O)[C@@H](NC(=O)[C@H](CCSC)NC(=O)[C@H](Cc1ccccc1)NC(=O)CNC(=O)CNC(=O)[C@@H](N)Cc1ccc(O)cc1)[C@@H](C)O)[C@@H](C)O)C(C)C)[C@@H](C)O)C(=O)N[C@H](C(=O)N[C@@H](CCCCN)C(=O)N[C@@H](CC(N)=O)C(=O)N[C@@H](C)C(=O)N[C@@H](Cc1cnc[nH]1)C(=O)N[C@@H](CCCCN)C(=O)N[C@@H](CCCCN)C(=O)NCC(=O)N[C@@H](CCC(N)=O)C(=O)O)C(C)C. The target protein sequence is MEPAPSRDPELQPQLLANASEAFPSAFPSAGANASGPPGARSASSLALAIAITALYSAVCAVGLLGNVLVMFGIVRWMAILTHVSIFFFLVICMSSLEKLTLSCLSCLYILETNPLSVASFAIIFSHSEYCLFTSIFTLTMMSVDRYIAVCHPVKALDFRTPAKAKLINICIWVLASGVGVPIMVMAVTRPRDGAVVCMLQFPNPSWYWDTVTKICVFLFAFVVPILVITVCYGLMLLRLRSVRLLSGSKEKDRSLRRITRMVLVVVGAFVVCWAPIHIFVIVWTLVDINRRDPLVVAALHLCIALGYANSSLNPVLYAFLDENFKRCFRQLCRMPCGRREPSSFSRAREATARERVTACTPSDGPGGGAAA. The pKi is 7.8. (3) The small molecule is Cc1ccccc1OCC(=O)C1C(=O)CCCC1=O. The target protein (P93836) has sequence MGHQNAAVSENQNHDDGAASSPGFKLVGFSKFVRKNPKSDKFKVKRFHHIEFWCGDATNVARRFSWGLGMRFSAKSDLSTGNMVHASYLLTSGDLRFLFTAPYSPSLSAGEIKPTTTASIPSFDHGSCRSFFSSHGLGVRAVAIEVEDAESAFSISVANGAIPSSPPIVLNEAVTIAEVKLYGDVVLRYVSYKAEDTEKSEFLPGFERVEDASSFPLDYGIRRLDHAVGNVPELGPALTYVAGFTGFHQFAEFTADDVGTAESGLNSAVLASNDEMVLLPINEPVHGTKRKSQIQTYLEHNEGAGLQHLALMSEDIFRTLREMRKRSSIGGFDFMPSPPPTYYQNLKKRVGDVLSDDQIKECEELGILVDRDDQGTLLQIFTKPLGDRPTIFIEIIQRVGCMMKDEEGKAYQSGGCGGFGKGNFSELFKSIEEYEKTLEAKQLVG. The pKi is 7.5.